Task: Predict the product of the given reaction.. Dataset: Forward reaction prediction with 1.9M reactions from USPTO patents (1976-2016) (1) Given the reactants [Br:1][C:2]1[S:3][CH:4]=[CH:5][C:6]=1[C:7]([OH:9])=[O:8].O=S(Cl)Cl.[CH3:14]O, predict the reaction product. The product is: [CH3:14][O:8][C:7]([C:6]1[CH:5]=[CH:4][S:3][C:2]=1[Br:1])=[O:9]. (2) Given the reactants [CH2:1]([NH:8][C:9]1[CH:14]=[C:13]([N:15]([CH2:28][C:29]2[CH:34]=[CH:33][C:32]([O:35][CH3:36])=[CH:31][CH:30]=2)[C:16]2[CH:17]=[N:18][C:19]([N:22]3[CH2:27][CH2:26][O:25][CH2:24][CH2:23]3)=[CH:20][CH:21]=2)[N:12]=[CH:11][C:10]=1C(O)=O)C1C=CC=CC=1.Cl.[CH2:41]([N:43]=C=NCCCN(C)C)[CH3:42].[OH2:52].ON1[C:58]2[CH:59]=[CH:60][CH:61]=[CH:62][C:57]=2N=N1.O.N, predict the reaction product. The product is: [CH2:1]([NH:8][C:9]1[CH:14]=[C:13]([N:15]([CH2:28][C:29]2[CH:34]=[CH:33][C:32]([O:35][CH3:36])=[CH:31][CH:30]=2)[C:16]2[CH:17]=[N:18][C:19]([N:22]3[CH2:27][CH2:26][O:25][CH2:24][CH2:23]3)=[CH:20][CH:21]=2)[N:12]=[CH:11][C:10]=1[CH2:42][C:41]([NH2:43])=[O:52])[C:57]1[CH:62]=[CH:61][CH:60]=[CH:59][CH:58]=1.